Dataset: Full USPTO retrosynthesis dataset with 1.9M reactions from patents (1976-2016). Task: Predict the reactants needed to synthesize the given product. (1) Given the product [F:16][C:17]1[CH:25]=[CH:24][CH:23]=[C:22]2[C:18]=1[C:19](=[CH:27][NH:15][C:12]1[CH:11]=[CH:10][C:9]([O:8][CH2:7][CH2:6][N:1]3[CH2:5][CH2:4][CH2:3][CH2:2]3)=[CH:14][CH:13]=1)[C:20](=[O:26])[NH:21]2, predict the reactants needed to synthesize it. The reactants are: [N:1]1([CH2:6][CH2:7][O:8][C:9]2[CH:14]=[CH:13][C:12]([NH2:15])=[CH:11][CH:10]=2)[CH2:5][CH2:4][CH2:3][CH2:2]1.[F:16][C:17]1[CH:25]=[CH:24][CH:23]=[C:22]2[C:18]=1[C:19](=[CH:27]O)[C:20](=[O:26])[NH:21]2. (2) Given the product [Br:1][C:2]1[CH:3]=[C:4]([CH3:11])[C:5]2[N:10]=[N:13][N:8]([CH3:9])[C:6]=2[CH:7]=1, predict the reactants needed to synthesize it. The reactants are: [Br:1][C:2]1[CH:7]=[C:6]([NH:8][CH3:9])[C:5]([NH2:10])=[C:4]([CH3:11])[CH:3]=1.Cl.[N:13]([O-])=O.[Na+].[OH-].[Na+].